This data is from Reaction yield outcomes from USPTO patents with 853,638 reactions. The task is: Predict the reaction yield, written as a fraction of the theoretical maximum amount of product (1.0 means a 100% yield; for example, 0.34 means a 34% yield). (1) The reactants are [NH2:1][C:2]1[CH:7]=[CH:6][C:5]([N+:8]([O-:10])=[O:9])=[CH:4][C:3]=1[OH:11].[BH4-].[Na+].C(=O)([O-])[O-].[K+].[K+].CCOC(C)=O.[F:26][C:27]([F:32])([F:31])[C:28](O)=O. The catalyst is O. The product is [F:26][C:27]([F:32])([F:31])[CH2:28][NH:1][C:2]1[CH:7]=[CH:6][C:5]([N+:8]([O-:10])=[O:9])=[CH:4][C:3]=1[OH:11]. The yield is 0.830. (2) The reactants are Cl[C:2]1[CH:7]=[CH:6][N:5]=[C:4]2[CH:8]=[C:9]([C:11]3[CH:16]=[CH:15][CH:14]=[CH:13][CH:12]=3)[O:10][C:3]=12.[NH2:17][C:18]1[CH:23]=[CH:22][C:21]([OH:24])=[CH:20][CH:19]=1.C(=O)([O-])[O-].[Cs+].[Cs+].O. The catalyst is CN(C=O)C. The product is [C:11]1([C:9]2[O:10][C:3]3[C:4](=[N:5][CH:6]=[CH:7][C:2]=3[O:24][C:21]3[CH:22]=[CH:23][C:18]([NH2:17])=[CH:19][CH:20]=3)[CH:8]=2)[CH:16]=[CH:15][CH:14]=[CH:13][CH:12]=1. The yield is 0.550. (3) The reactants are [OH:1][C:2]1[CH:3]=[C:4]([CH:12]=[CH:13][C:14]=1[O:15][CH3:16])[CH:5]=[C:6]1[CH2:10][CH2:9][CH2:8][C:7]1=[O:11].[Cl-:17].[CH3:18][N+:19](=[CH2:21])[CH3:20]. The catalyst is C(#N)C. The product is [ClH:17].[OH:1][C:2]1[CH:3]=[C:4]([CH:12]=[CH:13][C:14]=1[O:15][CH3:16])[CH:5]=[C:6]1[CH2:10][CH2:9][CH:8]([CH2:18][N:19]([CH3:21])[CH3:20])[C:7]1=[O:11]. The yield is 0.935. (4) The reactants are [N+:1]([C:4]1[CH:5]=[C:6]([CH2:10][CH2:11][OH:12])[CH:7]=[CH:8][CH:9]=1)([O-])=O. The catalyst is [Pd].CO. The product is [NH2:1][C:4]1[CH:5]=[C:6]([CH2:10][CH2:11][OH:12])[CH:7]=[CH:8][CH:9]=1. The yield is 0.990. (5) The reactants are [CH2:1]([C:3]1[NH:4][C:5](=[O:27])[C:6]([CH2:12][C:13]2[CH:18]=[CH:17][C:16]([C:19]3[C:20]([C:25]#[N:26])=[CH:21][CH:22]=[CH:23][CH:24]=3)=[CH:15][CH:14]=2)=[C:7]([CH2:9][CH2:10][CH3:11])[N:8]=1)[CH3:2].[C:28]([O:32][C:33]1[CH:38]=[CH:37][C:36](B(O)O)=[CH:35][CH:34]=1)([CH3:31])([CH3:30])[CH3:29].C(N(CC)CC)C.N1C=CC=CC=1. The catalyst is ClCCl.C(OCC)(=O)C.C([O-])(=O)C.[Cu+2].C([O-])(=O)C. The product is [C:28]([O:32][C:33]1[CH:38]=[CH:37][C:36]([N:4]2[C:5](=[O:27])[C:6]([CH2:12][C:13]3[CH:18]=[CH:17][C:16]([C:19]4[C:20]([C:25]#[N:26])=[CH:21][CH:22]=[CH:23][CH:24]=4)=[CH:15][CH:14]=3)=[C:7]([CH2:9][CH2:10][CH3:11])[N:8]=[C:3]2[CH2:1][CH3:2])=[CH:35][CH:34]=1)([CH3:31])([CH3:29])[CH3:30]. The yield is 0.660. (6) The reactants are [CH2:1]([O:3][C:4]1[CH:14]=[CH:13][C:12]([S:15]([N:18]2[CH2:23][CH2:22][N:21]([CH3:24])[CH2:20][CH2:19]2)(=[O:17])=[O:16])=[CH:11][C:5]=1[C:6](OCC)=[O:7])[CH3:2]. The catalyst is O=[Mn]=O. The product is [CH2:1]([O:3][C:4]1[CH:14]=[CH:13][C:12]([S:15]([N:18]2[CH2:23][CH2:22][N:21]([CH3:24])[CH2:20][CH2:19]2)(=[O:16])=[O:17])=[CH:11][C:5]=1[CH:6]=[O:7])[CH3:2]. The yield is 0.470. (7) The reactants are [C:1]([O:6][CH2:7][CH3:8])(=[O:5])[C:2]([CH3:4])=O.[O-]S([O-])(=O)=O.[Mg+2].[CH3:15][NH:16][NH2:17]. The catalyst is C(Cl)(Cl)Cl. The product is [CH3:15][NH:16][N:17]=[C:2]([CH3:4])[C:1]([O:6][CH2:7][CH3:8])=[O:5]. The yield is 0.940. (8) The reactants are [C:1]([OH:7])([C:3]([F:6])([F:5])[F:4])=[O:2].[Br:8][C:9]1[CH:10]=[C:11]2[C:16](=[CH:17][CH:18]=1)[C:15]([CH2:19][N:20]1[C:26](=[O:27])[C@@H:25]([NH:28][C:29](=[O:42])[C@@H:30]([N:33](C)[C:34](=O)OC(C)(C)C)[CH2:31][CH3:32])[CH2:24][CH2:23][C:22]3[CH:43]=[CH:44][CH:45]=[CH:46][C:21]1=3)=[C:14]([O:47][CH3:48])[CH:13]=[CH:12]2. The yield is 0.850. The catalyst is C(Cl)Cl. The product is [F:4][C:3]([F:6])([F:5])[C:1]([OH:7])=[O:2].[Br:8][C:9]1[CH:10]=[C:11]2[C:16](=[CH:17][CH:18]=1)[C:15]([CH2:19][N:20]1[C:26](=[O:27])[C@@H:25]([NH:28][C:29](=[O:42])[C@@H:30]([NH:33][CH3:34])[CH2:31][CH3:32])[CH2:24][CH2:23][C:22]3[CH:43]=[CH:44][CH:45]=[CH:46][C:21]1=3)=[C:14]([O:47][CH3:48])[CH:13]=[CH:12]2. (9) The reactants are CCOP(OCC)([CH2:6][C:7]#[N:8])=O.[H-].[Na+].O=[C:15]1[CH2:19][N:18]([C:20]([O:22][C:23]([CH3:26])([CH3:25])[CH3:24])=[O:21])[C@H:17]([C:27]([O:29][CH3:30])=[O:28])[CH2:16]1.[Cl-].[NH4+]. The catalyst is C1COCC1.C(OCC)(=O)C. The product is [C:7]([CH:6]=[C:15]1[CH2:19][N:18]([C:20]([O:22][C:23]([CH3:26])([CH3:25])[CH3:24])=[O:21])[C@H:17]([C:27]([O:29][CH3:30])=[O:28])[CH2:16]1)#[N:8]. The yield is 0.800. (10) The reactants are [C:1]([O:5][C:6]([N:8]1[C:12]([CH3:13])=[CH:11][CH:10]=[C:9]1[CH3:14])=[O:7])([CH3:4])([CH3:3])[CH3:2].[C:15]([C:21]([O:23][CH3:24])=[O:22])#[C:16][C:17]([O:19][CH3:20])=[O:18]. No catalyst specified. The product is [CH3:20][O:19][C:17]([C:16]1[C:12]2([CH3:13])[N:8]([C:6]([O:5][C:1]([CH3:4])([CH3:3])[CH3:2])=[O:7])[C:9]([CH3:14])([C:15]=1[C:21]([O:23][CH3:24])=[O:22])[CH:10]=[CH:11]2)=[O:18]. The yield is 0.500.